This data is from Full USPTO retrosynthesis dataset with 1.9M reactions from patents (1976-2016). The task is: Predict the reactants needed to synthesize the given product. (1) Given the product [NH2:1][C:2]1[C:7]2[CH:8]=[C:9]([CH2:11][NH2:12])[O:10][C:6]=2[CH:5]=[CH:4][N:3]=1, predict the reactants needed to synthesize it. The reactants are: [NH2:1][C:2]1[C:7]2[CH:8]=[C:9]([C:11]#[N:12])[O:10][C:6]=2[CH:5]=[CH:4][N:3]=1.NC1C2C(=CC=C(CN)C=2)C=CN=1. (2) Given the product [C:32]([O:31][C:29](=[O:30])[NH:13][CH2:12][CH:11]1[O:10][B:9]([OH:14])[C:8]2[CH:15]=[C:4]([NH:3][S:45]([C:41]3[CH:42]=[CH:43][CH:44]=[C:39]([O:38][CH:37]([F:36])[F:49])[CH:40]=3)(=[O:47])=[O:46])[CH:5]=[CH:6][C:7]1=2)([CH3:33])([CH3:34])[CH3:35].[F:36][CH:37]([F:49])[O:38][C:39]1[CH:40]=[C:41]([S:45]([OH:25])(=[O:47])=[O:46])[CH:42]=[CH:43][CH:44]=1, predict the reactants needed to synthesize it. The reactants are: Cl.Cl.[NH2:3][C:4]1[CH:5]=[CH:6][C:7]2[CH:11]([CH2:12][NH2:13])[O:10][B:9]([OH:14])[C:8]=2[CH:15]=1.C(NCC)C.CC([O:25]C(O[C:29]([O:31][C:32]([CH3:35])([CH3:34])[CH3:33])=[O:30])=O)(C)C.[F:36][CH:37]([F:49])[O:38][C:39]1[CH:40]=[C:41]([S:45](Cl)(=[O:47])=[O:46])[CH:42]=[CH:43][CH:44]=1. (3) Given the product [CH2:2]([C:1]([C:11]1[CH:16]=[CH:15][CH:14]=[CH:13][CH:12]=1)=[C:20]1[CH:19]=[CH:18][CH:17]=[CH:21]1)[CH2:3][CH2:4][CH2:5][CH2:6][CH2:7][CH2:8][CH3:9], predict the reactants needed to synthesize it. The reactants are: [C:1]([C:11]1[CH:16]=[CH:15][CH:14]=[CH:13][CH:12]=1)(=O)[CH2:2][CH2:3][CH2:4][CH2:5][CH2:6][CH2:7][CH2:8][CH3:9].[CH-:17]1[CH:21]=[CH:20][CH:19]=[CH:18]1.[Na+]. (4) Given the product [CH2:3]([O:5][C:6]1[CH:11]=[C:10]([CH2:12][N:13]2[CH2:16][C:15]3([CH2:20][C:19]([N:21]4[CH2:22][CH2:23][C:24]([CH3:32])([C:27]([OH:29])=[O:28])[CH2:25][CH2:26]4)=[N:18][O:17]3)[CH2:14]2)[CH:9]=[C:8]([CH2:33][CH3:34])[C:7]=1[C:35]1[CH:40]=[CH:39][C:38]([F:41])=[CH:37][CH:36]=1)[CH3:4], predict the reactants needed to synthesize it. The reactants are: [OH-].[Na+].[CH2:3]([O:5][C:6]1[CH:11]=[C:10]([CH2:12][N:13]2[CH2:16][C:15]3([CH2:20][C:19]([N:21]4[CH2:26][CH2:25][C:24]([CH3:32])([C:27]([O:29]CC)=[O:28])[CH2:23][CH2:22]4)=[N:18][O:17]3)[CH2:14]2)[CH:9]=[C:8]([CH2:33][CH3:34])[C:7]=1[C:35]1[CH:40]=[CH:39][C:38]([F:41])=[CH:37][CH:36]=1)[CH3:4].Cl. (5) Given the product [CH2:33]([O:32][C:30](=[O:31])[NH:19][CH2:18][CH:15]1[CH2:14][C:13]2[CH:12]=[CH:11][CH:10]=[C:9]([C:3]3[C:4]([CH3:8])=[CH:5][CH:6]=[CH:7][C:2]=3[CH3:1])[C:17]=2[O:16]1)[C:34]1[CH:39]=[CH:38][CH:37]=[CH:36][CH:35]=1, predict the reactants needed to synthesize it. The reactants are: [CH3:1][C:2]1[CH:7]=[CH:6][CH:5]=[C:4]([CH3:8])[C:3]=1[C:9]1[C:17]2[O:16][CH:15]([CH2:18][NH2:19])[CH2:14][C:13]=2[CH:12]=[CH:11][CH:10]=1.C(N(C(C)C)CC)(C)C.Cl[C:30]([O:32][CH2:33][C:34]1[CH:39]=[CH:38][CH:37]=[CH:36][CH:35]=1)=[O:31].